Task: Predict which catalyst facilitates the given reaction.. Dataset: Catalyst prediction with 721,799 reactions and 888 catalyst types from USPTO (1) Reactant: [Br:1]N1C(=O)CCC1=O.[C:9]1([CH3:19])[CH:14]=[CH:13][CH:12]=[C:11]([S:15]([Cl:18])(=[O:17])=[O:16])[CH:10]=1. Product: [Br:1][CH2:19][C:9]1[CH:10]=[C:11]([S:15]([Cl:18])(=[O:16])=[O:17])[CH:12]=[CH:13][CH:14]=1. The catalyst class is: 10. (2) Reactant: C([O:8][C:9](=[O:39])[CH2:10][O:11][C:12]1[C:20]2[CH:21]=[CH:22][CH:23]=[CH:24][C:19]=2[CH:18]=[C:17]2[C:13]=1[C:14]([C:34](=[O:38])[C:35]([NH2:37])=[O:36])=[C:15]([CH2:32][CH3:33])[N:16]2[CH2:25][C:26]1[CH:31]=[CH:30][CH:29]=[CH:28][CH:27]=1)C1C=CC=CC=1.C1CC=CCC=1. Product: [NH2:37][C:35](=[O:36])[C:34]([C:14]1[C:13]2[C:17](=[CH:18][C:19]3[CH:24]=[CH:23][CH:22]=[CH:21][C:20]=3[C:12]=2[O:11][CH2:10][C:9]([OH:39])=[O:8])[N:16]([CH2:25][C:26]2[CH:31]=[CH:30][CH:29]=[CH:28][CH:27]=2)[C:15]=1[CH2:32][CH3:33])=[O:38]. The catalyst class is: 312. (3) Reactant: [NH:1]([C:27]([O:29][C:30]([CH3:33])([CH3:32])[CH3:31])=[O:28])[C@H:2]([C:24]([OH:26])=[O:25])[CH2:3][O:4][C:5]([C:18]1[CH:23]=[CH:22][CH:21]=[CH:20][CH:19]=1)([C:12]1[CH:17]=[CH:16][CH:15]=[CH:14][CH:13]=1)[C:6]1[CH:11]=[CH:10][CH:9]=[CH:8][CH:7]=1.F[P-](F)(F)(F)(F)F.N1(O[P+](N(C)C)(N(C)C)N(C)C)C2C=CC=CC=2N=N1.CCN(C(C)C)C(C)C.Cl.[CH3:71][O:72][NH:73][CH3:74]. Product: [NH:1]([C:27]([O:29][C:30]([CH3:33])([CH3:32])[CH3:31])=[O:28])[C@H:2]([C:24]([OH:26])=[O:25])[CH2:3][O:4][C:5]([C:12]1[CH:13]=[CH:14][CH:15]=[CH:16][CH:17]=1)([C:18]1[CH:23]=[CH:22][CH:21]=[CH:20][CH:19]=1)[C:6]1[CH:11]=[CH:10][CH:9]=[CH:8][CH:7]=1.[CH3:71][O:72][N-:73][CH3:74]. The catalyst class is: 2. (4) Reactant: C([O:3][C:4](=[O:43])[CH2:5][C:6]1[CH:11]=[CH:10][C:9]([NH:12][C:13]([C@@H:15]2[NH:19][C@@H:18]([CH2:20][C:21]([CH3:24])([CH3:23])[CH3:22])[C@:17]3([C:32]4[C:27](=[CH:28][C:29]([Cl:33])=[CH:30][CH:31]=4)[NH:26][C:25]3=[O:34])[C@H:16]2[C:35]2[CH:40]=[CH:39][CH:38]=[C:37]([Cl:41])[C:36]=2[F:42])=[O:14])=[CH:8][CH:7]=1)C.Cl. Product: [Cl:33][C:29]1[CH:28]=[C:27]2[NH:26][C:25](=[O:34])[C@:17]3([C@@H:16]([C:35]4[CH:40]=[CH:39][CH:38]=[C:37]([Cl:41])[C:36]=4[F:42])[C@H:15]([C:13]([NH:12][C:9]4[CH:10]=[CH:11][C:6]([CH2:5][C:4]([OH:43])=[O:3])=[CH:7][CH:8]=4)=[O:14])[NH:19][C@H:18]3[CH2:20][C:21]([CH3:23])([CH3:22])[CH3:24])[C:32]2=[CH:31][CH:30]=1. The catalyst class is: 299. (5) Reactant: C[Si]([N-][Si](C)(C)C)(C)C.[Li+].C[Si](C)(C)[CH2:13][C:14]([O:16][CH3:17])=[O:15].[CH2:20]([O:27][C:28]1[CH:36]=[C:35]2[C:31]([CH2:32][C:33]([CH3:39])([CH3:38])[C:34]2=O)=[CH:30][CH:29]=1)[C:21]1[CH:26]=[CH:25][CH:24]=[CH:23][CH:22]=1. Product: [CH2:20]([O:27][C:28]1[CH:36]=[C:35]2[C:31]([CH2:32][C:33]([CH3:39])([CH3:38])/[C:34]/2=[CH:13]\[C:14]([O:16][CH3:17])=[O:15])=[CH:30][CH:29]=1)[C:21]1[CH:22]=[CH:23][CH:24]=[CH:25][CH:26]=1. The catalyst class is: 49.